Dataset: Reaction yield outcomes from USPTO patents with 853,638 reactions. Task: Predict the reaction yield, written as a fraction of the theoretical maximum amount of product (1.0 means a 100% yield; for example, 0.34 means a 34% yield). (1) The reactants are CCN(C(C)C)C(C)C.[CH3:10][C:11]1[CH:19]=[CH:18][CH:17]=[CH:16][C:12]=1[C:13]([OH:15])=O.CCN=C=NCCCN(C)C.C1C=CC2N(O)N=NC=2C=1.[O:41]=[C:42]([N:60]1[CH2:65][CH2:64][NH:63][CH2:62][CH2:61]1)[CH2:43][NH:44][C:45](=[O:59])[C:46]1[CH:51]=[CH:50][C:49]([O:52][C:53]2[CH:58]=[CH:57][CH:56]=[CH:55][CH:54]=2)=[CH:48][CH:47]=1. The catalyst is CN(C=O)C.O. The product is [CH3:10][C:11]1[CH:19]=[CH:18][CH:17]=[CH:16][C:12]=1[C:13]([N:63]1[CH2:64][CH2:65][N:60]([C:42](=[O:41])[CH2:43][NH:44][C:45](=[O:59])[C:46]2[CH:47]=[CH:48][C:49]([O:52][C:53]3[CH:54]=[CH:55][CH:56]=[CH:57][CH:58]=3)=[CH:50][CH:51]=2)[CH2:61][CH2:62]1)=[O:15]. The yield is 0.360. (2) The reactants are Cl[CH2:2][CH2:3][C@H:4]([C:6]1[CH:11]=[CH:10][CH:9]=[CH:8][CH:7]=1)[OH:5].[CH3:12][CH:13]([CH3:29])[C:14]([NH:16][C:17]1[CH:22]=[CH:21][CH:20]=[C:19]([CH:23]2[CH2:28][CH2:27][NH:26][CH2:25][CH2:24]2)[CH:18]=1)=[O:15].C(N(C(C)C)CC)(C)C.O1CCOCC1. The catalyst is [I-].C([N+](CCCC)(CCCC)CCCC)CCC.O. The product is [OH:5][C@@H:4]([C:6]1[CH:11]=[CH:10][CH:9]=[CH:8][CH:7]=1)[CH2:3][CH2:2][N:26]1[CH2:27][CH2:28][CH:23]([C:19]2[CH:18]=[C:17]([NH:16][C:14](=[O:15])[CH:13]([CH3:12])[CH3:29])[CH:22]=[CH:21][CH:20]=2)[CH2:24][CH2:25]1. The yield is 0.342. (3) The reactants are [Cl:1][C:2]1[C:3]([O:13][CH3:14])=[CH:4][CH:5]=[C:6]2[C:10]=1[NH:9]C(=O)[C:7]2=[O:12].[OH-:15].[Na+].[Na+].[Cl-].OO. The catalyst is O.C(Cl)Cl. The product is [NH2:9][C:10]1[C:2]([Cl:1])=[C:3]([O:13][CH3:14])[CH:4]=[CH:5][C:6]=1[C:7]([OH:12])=[O:15]. The yield is 0.360. (4) The reactants are [CH3:1][C:2]1[NH:3][C:4]2[C:9]([CH:10]=1)=[CH:8][CH:7]=[CH:6][CH:5]=2.[OH-].[K+].[I:13]I.O. The product is [I:13][C:10]1[C:9]2[C:4](=[CH:5][CH:6]=[CH:7][CH:8]=2)[NH:3][C:2]=1[CH3:1]. The catalyst is CN(C=O)C. The yield is 0.638. (5) The reactants are [NH2:1][C:2]1[CH:3]=[C:4]([C:8]2[CH:16]=[CH:15][C:11]([C:12]([NH2:14])=[O:13])=[C:10]([C:17]3[CH:22]=[CH:21][C:20]([O:23][C:24]4[CH:29]=[CH:28][CH:27]=[CH:26][CH:25]=4)=[CH:19][CH:18]=3)[N:9]=2)[CH:5]=[CH:6][CH:7]=1.[C:30](Cl)(=[O:33])[CH:31]=[CH2:32]. The catalyst is C(Cl)Cl. The product is [C:30]([NH:1][C:2]1[CH:3]=[C:4]([C:8]2[CH:16]=[CH:15][C:11]([C:12]([NH2:14])=[O:13])=[C:10]([C:17]3[CH:22]=[CH:21][C:20]([O:23][C:24]4[CH:29]=[CH:28][CH:27]=[CH:26][CH:25]=4)=[CH:19][CH:18]=3)[N:9]=2)[CH:5]=[CH:6][CH:7]=1)(=[O:33])[CH:31]=[CH2:32]. The yield is 0.710. (6) The yield is 0.740. The product is [CH3:20][N:21]1[CH2:22][CH2:23][C:24]([CH2:33][O:12][C:11]([C:1]2[C:10]3[C:5](=[CH:6][CH:7]=[CH:8][CH:9]=3)[CH:4]=[CH:3][CH:2]=2)=[O:13])([C:27]2[CH:32]=[CH:31][CH:30]=[CH:29][CH:28]=2)[CH2:25][CH2:26]1. The reactants are [C:1]1([C:11]([OH:13])=[O:12])[C:10]2[C:5](=[CH:6][CH:7]=[CH:8][CH:9]=2)[CH:4]=[CH:3][CH:2]=1.C(Cl)(=O)C(Cl)=O.[CH3:20][N:21]1[CH2:26][CH2:25][C:24]([CH2:33]O)([C:27]2[CH:32]=[CH:31][CH:30]=[CH:29][CH:28]=2)[CH2:23][CH2:22]1.CN1CCC(C2C=CC=CC=2)(COCC2C3C(=CC=CC=3)C=C(C#N)C=2)CC1. The catalyst is CN(C=O)C.ClCCCl.C(Cl)Cl.